This data is from Forward reaction prediction with 1.9M reactions from USPTO patents (1976-2016). The task is: Predict the product of the given reaction. (1) The product is: [C:23]([C:22]1[CH:21]=[CH:20][C:19]([C@H:18]2[C@:12]3([N:11]([CH3:27])[C:10](=[O:28])[N:9]([C:4]4[CH:5]=[C:6]([Cl:8])[CH:7]=[C:2]([Cl:1])[CH:3]=4)[C:13]3=[O:14])[CH2:15][N:16]([CH2:29][C:31]3[S:35][CH:34]=[C:33]([C:36]([OH:38])=[O:37])[CH:32]=3)[CH2:17]2)=[CH:26][CH:25]=1)#[N:24]. Given the reactants [Cl:1][C:2]1[CH:3]=[C:4]([N:9]2[C:13](=[O:14])[C@@:12]3([C@H:18]([C:19]4[CH:26]=[CH:25][C:22]([C:23]#[N:24])=[CH:21][CH:20]=4)[CH2:17][NH:16][CH2:15]3)[N:11]([CH3:27])[C:10]2=[O:28])[CH:5]=[C:6]([Cl:8])[CH:7]=1.[CH:29]([C:31]1[S:35][CH:34]=[C:33]([C:36]([OH:38])=[O:37])[CH:32]=1)=O.S([O-])([O-])(=O)=O.[Na+].[Na+].C(O[BH-](OC(=O)C)OC(=O)C)(=O)C.[Na+], predict the reaction product. (2) Given the reactants [N:1]([CH2:4][CH2:5][O:6][CH2:7][CH2:8][O:9][CH2:10][CH2:11][O:12][CH2:13][CH2:14][O:15][C:16]1[CH:21]=[CH:20][C:19]([N+:22]([O-:24])=[O:23])=[CH:18][CH:17]=1)=[N+]=[N-].C1(P(C2C=CC=CC=2)C2C=CC=CC=2)C=CC=CC=1.O, predict the reaction product. The product is: [N+:22]([C:19]1[CH:18]=[CH:17][C:16]([O:15][CH2:14][CH2:13][O:12][CH2:11][CH2:10][O:9][CH2:8][CH2:7][O:6][CH2:5][CH2:4][NH2:1])=[CH:21][CH:20]=1)([O-:24])=[O:23]. (3) Given the reactants [CH3:1][CH:2]([C@@H:4]1[NH:9][CH2:8][CH2:7][N:6](CC2C=CC=CC=2)[CH2:5]1)[CH3:3].[C:17](O[C:17]([O:19][C:20]([CH3:23])([CH3:22])[CH3:21])=[O:18])([O:19][C:20]([CH3:23])([CH3:22])[CH3:21])=[O:18], predict the reaction product. The product is: [CH3:3][CH:2]([C@H:4]1[CH2:5][NH:6][CH2:7][CH2:8][N:9]1[C:17]([O:19][C:20]([CH3:23])([CH3:22])[CH3:21])=[O:18])[CH3:1]. (4) Given the reactants [C:1]([O:5][C:6]([N:8]1[CH2:13][CH2:12][C:11](=O)[CH2:10][CH2:9]1)=[O:7])([CH3:4])([CH3:3])[CH3:2].[CH3:15][CH2:16][O:17][C:18]1[CH:19]=[CH:20][C:21]([NH2:24])=[CH:22][CH:23]=1, predict the reaction product. The product is: [C:1]([O:5][C:6]([N:8]1[CH2:13][CH2:12][CH:11]([NH:24][C:21]2[CH:20]=[CH:19][C:18]([O:17][CH2:16][CH3:15])=[CH:23][CH:22]=2)[CH2:10][CH2:9]1)=[O:7])([CH3:4])([CH3:3])[CH3:2].